Dataset: Catalyst prediction with 721,799 reactions and 888 catalyst types from USPTO. Task: Predict which catalyst facilitates the given reaction. (1) Reactant: [S:1]1[C:5]2[CH:6]=[CH:7][CH:8]=[CH:9][C:4]=2[N:3]=[C:2]1[N:10]1[C:14](=[O:15])[CH2:13][C:12]([CH3:16])=[N:11]1.[CH3:17][N:18]([CH3:27])[C:19]1[CH:26]=[CH:25][C:22]([CH:23]=O)=[CH:21][CH:20]=1.N1CCCCC1. Product: [S:1]1[C:5]2[CH:6]=[CH:7][CH:8]=[CH:9][C:4]=2[N:3]=[C:2]1[N:10]1[C:14](=[O:15])/[C:13](=[CH:23]/[C:22]2[CH:25]=[CH:26][C:19]([N:18]([CH3:27])[CH3:17])=[CH:20][CH:21]=2)/[C:12]([CH3:16])=[N:11]1. The catalyst class is: 40. (2) Reactant: [C:1]([NH:10][OH:11])(=[O:9])[C:2]1[C:3](=[CH:5][CH:6]=[CH:7][CH:8]=1)O.C(N1C=CN=C1)(N1C=CN=C1)=O. Product: [O:11]1[C:3]2[CH:5]=[CH:6][CH:7]=[CH:8][C:2]=2[C:1]([OH:9])=[N:10]1. The catalyst class is: 1. (3) Reactant: O.O.Cl[Sn]Cl.[CH2:6]([O:13][C:14]1[C:15]([Cl:24])=[CH:16][C:17]([N+:21]([O-])=O)=[C:18]([OH:20])[CH:19]=1)[C:7]1[CH:12]=[CH:11][CH:10]=[CH:9][CH:8]=1. Product: [NH2:21][C:17]1[CH:16]=[C:15]([Cl:24])[C:14]([O:13][CH2:6][C:7]2[CH:12]=[CH:11][CH:10]=[CH:9][CH:8]=2)=[CH:19][C:18]=1[OH:20]. The catalyst class is: 8. (4) Reactant: [CH3:1][C:2]1[C:3]([NH2:9])=[N:4][C:5]([CH3:8])=[CH:6][CH:7]=1.NO.CC1C=C(C)C=C(C)C=1S([O-])(=O)=O.C1CC[N:33]2[C:28](=NCCC2)[CH2:27]C1.COC(=O)C[Cl:40]. Product: [Cl:40][CH2:27][C:28]1[N:9]=[C:3]2[C:2]([CH3:1])=[CH:7][CH:6]=[C:5]([CH3:8])[N:4]2[N:33]=1. The catalyst class is: 2.